Dataset: Full USPTO retrosynthesis dataset with 1.9M reactions from patents (1976-2016). Task: Predict the reactants needed to synthesize the given product. Given the product [Br:1][C:2]1[C:3]([CH3:11])=[C:4]([CH:8]=[CH:9][CH:10]=1)[CH2:5][NH2:7], predict the reactants needed to synthesize it. The reactants are: [Br:1][C:2]1[C:3]([CH3:11])=[C:4]([CH:8]=[CH:9][CH:10]=1)[C:5]([NH2:7])=O.B.